Dataset: Catalyst prediction with 721,799 reactions and 888 catalyst types from USPTO. Task: Predict which catalyst facilitates the given reaction. (1) Reactant: [CH3:1][O:2][C:3]([C:5]1[CH:9]=[C:8](Br)[S:7][CH:6]=1)=[O:4].[C:11]1(B(O)O)[CH:16]=[CH:15][CH:14]=[CH:13][CH:12]=1.C(=O)([O-])[O-].[K+].[K+]. Product: [CH3:1][O:2][C:3]([C:5]1[CH:9]=[C:8]([C:11]2[CH:16]=[CH:15][CH:14]=[CH:13][CH:12]=2)[S:7][CH:6]=1)=[O:4]. The catalyst class is: 104. (2) Reactant: P(Br)(Br)[Br:2].N1C=CC=CC=1.[OH:11][C:12]1[CH:19]=[CH:18][C:15]([CH2:16]O)=[CH:14][CH:13]=1. Product: [OH:11][C:12]1[CH:19]=[CH:18][C:15]([CH2:16][Br:2])=[CH:14][CH:13]=1. The catalyst class is: 1. (3) The catalyst class is: 4. Reactant: [Al+3].[Cl-].[Cl-].[Cl-].[CH2:5]([CH:9]1[CH2:20][C:19]2[C:11](=[CH:12][C:13]3[CH2:14][CH2:15][CH2:16][C:17]=3[CH:18]=2)[C:10]1=[O:21])[CH:6]([CH3:8])[CH3:7].[Br:22]Br. Product: [CH2:5]([CH:9]1[CH2:20][C:19]2[C:11](=[CH:12][C:13]3[CH2:14][CH2:15][CH2:16][C:17]=3[C:18]=2[Br:22])[C:10]1=[O:21])[CH:6]([CH3:8])[CH3:7]. (4) Reactant: [CH:1]1([C:6]([C:8]2[CH:13]=[C:12]([CH3:14])[CH:11]=[CH:10][C:9]=2[NH:15][C:16]([NH:18][C:19]2[S:20][CH:21]=[C:22]([CH2:24][OH:25])[N:23]=2)=[O:17])=[O:7])[CH2:5][CH2:4][CH2:3][CH2:2]1.CCN(CC)CC.CS(C)=O.N1C=CC=CC=1.S(=O)(=O)=O. Product: [CH:1]1([C:6]([C:8]2[CH:13]=[C:12]([CH3:14])[CH:11]=[CH:10][C:9]=2[NH:15][C:16]([NH:18][C:19]2[S:20][CH:21]=[C:22]([CH:24]=[O:25])[N:23]=2)=[O:17])=[O:7])[CH2:5][CH2:4][CH2:3][CH2:2]1. The catalyst class is: 34. (5) Reactant: [F:1][C:2]([F:7])([F:6])[C:3]([OH:5])=[O:4].[Cl:8][C:9]1[C:14]([Cl:15])=[C:13]([O:16][CH2:17][C@H:18]([OH:34])[CH2:19][NH:20][C:21]([CH3:33])([CH3:32])[CH2:22][CH:23]2[CH2:31][C:30]3[C:25](=[CH:26][CH:27]=[CH:28][CH:29]=3)[CH2:24]2)[CH:12]=[CH:11][C:10]=1[CH:35]([CH2:39][CH:40]=[CH2:41])[C:36]([OH:38])=[O:37].S(=O)(=O)(O)O. Product: [F:1][C:2]([F:7])([F:6])[C:3]([OH:5])=[O:4].[CH2:2]([O:37][C:36](=[O:38])[CH:35]([C:10]1[CH:11]=[CH:12][C:13]([O:16][CH2:17][C@H:18]([OH:34])[CH2:19][NH:20][C:21]([CH3:33])([CH3:32])[CH2:22][CH:23]2[CH2:31][C:30]3[C:25](=[CH:26][CH:27]=[CH:28][CH:29]=3)[CH2:24]2)=[C:14]([Cl:15])[C:9]=1[Cl:8])[CH2:39][CH:40]=[CH2:41])[CH3:3]. The catalyst class is: 8. (6) Reactant: [Cl:1][C:2]1[CH:7]=[CH:6][C:5]([S:8]([N:11]([CH:18]([CH3:27])[CH2:19][C:20]([O:22]C(C)(C)C)=[O:21])[C:12]2[CH:17]=[CH:16][CH:15]=[CH:14][CH:13]=2)(=[O:10])=[O:9])=[CH:4][CH:3]=1.C(O)(C(F)(F)F)=O. Product: [Cl:1][C:2]1[CH:3]=[CH:4][C:5]([S:8]([N:11]([CH:18]([CH3:27])[CH2:19][C:20]([OH:22])=[O:21])[C:12]2[CH:17]=[CH:16][CH:15]=[CH:14][CH:13]=2)(=[O:10])=[O:9])=[CH:6][CH:7]=1. The catalyst class is: 2. (7) Product: [C:1]([O:5][C:6](=[O:15])[N:7]([CH:8]1[CH2:13][CH2:12][N:11]([CH2:24][CH2:25][NH:26][C:27]([NH:29][C:30]2[CH:35]=[C:34]([CH3:36])[N:33]=[C:32]([CH3:37])[CH:31]=2)=[O:28])[CH2:10][CH2:9]1)[CH3:14])([CH3:4])([CH3:3])[CH3:2]. The catalyst class is: 1. Reactant: [C:1]([O:5][C:6](=[O:15])[N:7]([CH3:14])[CH:8]1[CH2:13][CH2:12][NH:11][CH2:10][CH2:9]1)([CH3:4])([CH3:3])[CH3:2].C([O-])(O)=O.[Na+].[Na+].[I-].Cl[CH2:24][CH2:25][NH:26][C:27]([NH:29][C:30]1[CH:35]=[C:34]([CH3:36])[N:33]=[C:32]([CH3:37])[CH:31]=1)=[O:28]. (8) Reactant: C[O:2][C:3]1[CH:8]=[CH:7][C:6]([C:9]2[C:17]3[C:12](=[CH:13][CH:14]=[CH:15][CH:16]=3)[NH:11][C:10]=2[C:18]2[S:19][CH:20]=[CH:21][CH:22]=2)=[CH:5][CH:4]=1.B(Br)(Br)Br. Product: [S:19]1[CH:20]=[CH:21][CH:22]=[C:18]1[C:10]1[NH:11][C:12]2[C:17]([C:9]=1[C:6]1[CH:5]=[CH:4][C:3]([OH:2])=[CH:8][CH:7]=1)=[CH:16][CH:15]=[CH:14][CH:13]=2. The catalyst class is: 2. (9) Reactant: [CH2:1]([NH:8][CH:9]1[CH2:14][CH2:13][C:12]([C:18]2[CH:23]=[CH:22][CH:21]=[CH:20][CH:19]=2)([N:15]([CH3:17])[CH3:16])[CH2:11][CH2:10]1)[C:2]1[CH:7]=[CH:6][CH:5]=[CH:4][CH:3]=1.Cl.O.[Cl:26][Si](C)(C)C. Product: [ClH:26].[CH2:1]([NH:8][CH:9]1[CH2:14][CH2:13][C:12]([C:18]2[CH:23]=[CH:22][CH:21]=[CH:20][CH:19]=2)([N:15]([CH3:17])[CH3:16])[CH2:11][CH2:10]1)[C:2]1[CH:3]=[CH:4][CH:5]=[CH:6][CH:7]=1. The catalyst class is: 131.